Dataset: Forward reaction prediction with 1.9M reactions from USPTO patents (1976-2016). Task: Predict the product of the given reaction. (1) Given the reactants [N:1]1[CH:6]=[CH:5][CH:4]=[C:3]([C:7]#[C:8][CH2:9][O:10][CH2:11][CH2:12][NH:13][C:14](=[O:20])[O:15][C:16]([CH3:19])([CH3:18])[CH3:17])[CH:2]=1, predict the reaction product. The product is: [N:1]1[CH:6]=[CH:5][CH:4]=[C:3]([CH2:7][CH2:8][CH2:9][O:10][CH2:11][CH2:12][NH:13][C:14](=[O:20])[O:15][C:16]([CH3:18])([CH3:17])[CH3:19])[CH:2]=1. (2) Given the reactants [C:1]([C:4]1[CH:13]=[CH:12][C:7]2[NH:8][C:9](=[O:11])[O:10][C:6]=2[CH:5]=1)(=[O:3])[CH3:2].N([CH2:17][CH2:18][CH2:19][CH2:20][CH2:21][CH3:22])=C=O, predict the reaction product. The product is: [C:1]([C:4]1[CH:13]=[CH:12][C:7]2[NH:8][C:9](=[O:11])[O:10][C:6]=2[CH:5]=1)(=[O:3])[CH3:2].[CH3:22][CH2:21][CH:20]([C:9]([NH2:8])=[O:10])[CH2:19][CH2:18][CH3:17]. (3) Given the reactants [Br:1][C:2]1[CH:3]=[C:4]2[C:9](=[CH:10][CH:11]=1)[C:8]([CH2:12][N:13]1[C:19]3[CH:20]=[CH:21][CH:22]=[CH:23][C:18]=3[N:17]([C:24](=[O:73])[C:25]3[CH:30]=[CH:29][CH:28]=[C:27]([C:31]([N:33]4[C:39]5[CH:40]=[CH:41][CH:42]=[CH:43][C:38]=5[N:37]([CH2:44][C:45]5[C:54]6[C:49](=[CH:50][C:51]([Br:55])=[CH:52][CH:53]=6)[CH:48]=[CH:47][C:46]=5[O:56][CH3:57])[C:36](=[O:58])[C@@H:35]([NH:59][C:60](=[O:72])[C@@H:61]([N:63](C(OC(C)(C)C)=O)[CH3:64])[CH3:62])[CH2:34]4)=[O:32])[CH:26]=3)[CH2:16][C@H:15]([NH:74][C:75](=[O:87])[C@@H:76]([N:78](C)[C:79](=O)OC(C)(C)C)[CH3:77])[C:14]1=[O:88])=[C:7]([O:89][CH3:90])[CH:6]=[CH:5]2.[ClH:91], predict the reaction product. The product is: [ClH:91].[ClH:91].[Br:55][C:51]1[CH:50]=[C:49]2[C:54](=[CH:53][CH:52]=1)[C:45]([CH2:44][N:37]1[C:38]3[CH:43]=[CH:42][CH:41]=[CH:40][C:39]=3[N:33]([C:31](=[O:32])[C:27]3[CH:28]=[CH:29][CH:30]=[C:25]([C:24]([N:17]4[C:18]5[CH:23]=[CH:22][CH:21]=[CH:20][C:19]=5[N:13]([CH2:12][C:8]5[C:9]6[C:4](=[CH:3][C:2]([Br:1])=[CH:11][CH:10]=6)[CH:5]=[CH:6][C:7]=5[O:89][CH3:90])[C:14](=[O:88])[C@@H:15]([NH:74][C:75](=[O:87])[C@@H:76]([NH:78][CH3:79])[CH3:77])[CH2:16]4)=[O:73])[CH:26]=3)[CH2:34][C@H:35]([NH:59][C:60](=[O:72])[C@@H:61]([NH:63][CH3:64])[CH3:62])[C:36]1=[O:58])=[C:46]([O:56][CH3:57])[CH:47]=[CH:48]2. (4) The product is: [C:12]([O:16][C:17]([N:19]1[CH2:24][CH2:23][CH:22]([NH:1][C:2]2[CH:7]=[CH:6][CH:5]=[C:4]([NH:8][C:9](=[O:11])[CH3:10])[CH:3]=2)[CH2:21][CH2:20]1)=[O:18])([CH3:15])([CH3:13])[CH3:14]. Given the reactants [NH2:1][C:2]1[CH:3]=[C:4]([NH:8][C:9](=[O:11])[CH3:10])[CH:5]=[CH:6][CH:7]=1.[C:12]([O:16][C:17]([N:19]1[CH2:24][CH2:23][C:22](=O)[CH2:21][CH2:20]1)=[O:18])([CH3:15])([CH3:14])[CH3:13].C([BH3-])#N.[Na+], predict the reaction product.